This data is from Peptide-MHC class II binding affinity with 134,281 pairs from IEDB. The task is: Regression. Given a peptide amino acid sequence and an MHC pseudo amino acid sequence, predict their binding affinity value. This is MHC class II binding data. (1) The peptide sequence is QHNHRPGYHTQTAGP. The MHC is DRB4_0101 with pseudo-sequence DRB4_0103. The binding affinity (normalized) is 0.0574. (2) The MHC is DRB1_0404 with pseudo-sequence DRB1_0404. The binding affinity (normalized) is 0. The peptide sequence is NNPKEWLQVDFQKTMKVTGV. (3) The peptide sequence is YDKFLANVKTVLTGK. The MHC is DRB1_0404 with pseudo-sequence DRB1_0404. The binding affinity (normalized) is 0.704. (4) The peptide sequence is IYRRRLMKQDFSVPQLPHS. The MHC is DRB1_0401 with pseudo-sequence DRB1_0401. The binding affinity (normalized) is 0.637. (5) The peptide sequence is EKTYFAATQFEPLAA. The MHC is HLA-DPA10301-DPB10402 with pseudo-sequence HLA-DPA10301-DPB10402. The binding affinity (normalized) is 0.836. (6) The peptide sequence is EVLKGPFTVRYTTEG. The MHC is HLA-DPA10201-DPB11401 with pseudo-sequence HLA-DPA10201-DPB11401. The binding affinity (normalized) is 0. (7) The peptide sequence is GSHEVNGTWMIHTLE. The MHC is DRB1_0404 with pseudo-sequence DRB1_0404. The binding affinity (normalized) is 0.182.